This data is from CYP2C19 inhibition data for predicting drug metabolism from PubChem BioAssay. The task is: Regression/Classification. Given a drug SMILES string, predict its absorption, distribution, metabolism, or excretion properties. Task type varies by dataset: regression for continuous measurements (e.g., permeability, clearance, half-life) or binary classification for categorical outcomes (e.g., BBB penetration, CYP inhibition). Dataset: cyp2c19_veith. (1) The molecule is O=C(Nc1cccc(F)c1)N1CC[C@@]2(CCCN(C(=O)c3cccc(F)c3)C2)C1. The result is 0 (non-inhibitor). (2) The drug is CCc1ccc2c(c1)N(C[C@H](C)CN(C)C)c1ccccc1S2. The result is 0 (non-inhibitor). (3) The molecule is O=C1CCCC2=C1C(c1ccc(OS(=O)(=O)c3ccc(Cl)cc3)cc1)C1=C(CCCC1=O)O2. The result is 1 (inhibitor). (4) The molecule is O=C(CSc1ccc(C(F)(F)F)cc1[N+](=O)[O-])Nc1ccccc1. The result is 1 (inhibitor). (5) The molecule is Clc1ccc(CSc2nccn2Cc2ccccc2)cc1. The result is 1 (inhibitor). (6) The drug is Cc1nn(-c2ccccc2)c2c1C(c1ccc(O)c(O)c1)N1C(=N2)C(Nc2ccccc2)=Nc2ccccc21. The result is 1 (inhibitor).